This data is from Forward reaction prediction with 1.9M reactions from USPTO patents (1976-2016). The task is: Predict the product of the given reaction. (1) Given the reactants C[O:2][C:3]([C:5]1[CH:6]=[C:7]([C:16]2[CH:21]=[CH:20][CH:19]=[CH:18][C:17]=2[O:22][CH3:23])[CH:8]=[C:9]([N:11]2[CH:15]=[N:14][N:13]=[N:12]2)[CH:10]=1)=[O:4].[OH-].[Na+], predict the reaction product. The product is: [CH3:23][O:22][C:17]1[CH:18]=[CH:19][CH:20]=[CH:21][C:16]=1[C:7]1[CH:8]=[C:9]([N:11]2[CH:15]=[N:14][N:13]=[N:12]2)[CH:10]=[C:5]([C:3]([OH:4])=[O:2])[CH:6]=1. (2) Given the reactants [F:1][C:2]1[CH:3]=[C:4]([CH:6]=[CH:7][C:8]=1[S:9][CH3:10])[NH2:5].[CH:11]([O:14][C:15]([N:17]1[CH2:22][CH2:21][CH:20]([CH2:23][CH2:24][CH2:25]OS(C)(=O)=O)[CH2:19][CH2:18]1)=[O:16])([CH3:13])[CH3:12], predict the reaction product. The product is: [CH:11]([O:14][C:15]([N:17]1[CH2:22][CH2:21][CH:20]([CH2:23][CH2:24][CH2:25][NH:5][C:4]2[CH:6]=[CH:7][C:8]([S:9][CH3:10])=[C:2]([F:1])[CH:3]=2)[CH2:19][CH2:18]1)=[O:16])([CH3:13])[CH3:12]. (3) Given the reactants [Cl:1][C:2]1[CH:3]=[C:4]2[C:9](=[CH:10][CH:11]=1)[C:8](=[O:12])[NH:7][C:6](=[O:13])[CH2:5]2.[Se](=O)=[O:15], predict the reaction product. The product is: [Cl:1][C:2]1[CH:3]=[C:4]2[C:9](=[CH:10][CH:11]=1)[C:8](=[O:12])[NH:7][C:6](=[O:13])[C:5]2=[O:15]. (4) Given the reactants Cl[C:2]1[CH:7]=[C:6]([CH2:8][N:9]2[C:14](=[O:15])[CH:13]=[CH:12][C:11]([C:16]3[O:20][N:19]=[C:18]([C:21]4[CH:26]=[CH:25][C:24]([C:27]([CH3:33])([CH3:32])[C:28]([F:31])([F:30])[F:29])=[CH:23][CH:22]=4)[N:17]=3)=[N:10]2)[CH:5]=[CH:4][N:3]=1.[C:34]([CH:36]1[CH2:41][CH2:40][NH:39][CH2:38][CH2:37]1)#[N:35], predict the reaction product. The product is: [O:15]=[C:14]1[N:9]([CH2:8][C:6]2[CH:5]=[CH:4][N:3]=[C:2]([N:39]3[CH2:40][CH2:41][CH:36]([C:34]#[N:35])[CH2:37][CH2:38]3)[CH:7]=2)[N:10]=[C:11]([C:16]2[O:20][N:19]=[C:18]([C:21]3[CH:26]=[CH:25][C:24]([C:27]([CH3:33])([CH3:32])[C:28]([F:31])([F:30])[F:29])=[CH:23][CH:22]=3)[N:17]=2)[CH:12]=[CH:13]1. (5) Given the reactants Br[C:2]1[CH:3]=[C:4]([NH:10][C:11]2[CH:15]=[C:14]([C:16]([CH3:19])([CH3:18])[CH3:17])[NH:13][N:12]=2)[C:5](=[O:9])[N:6]([CH3:8])[CH:7]=1.[C:20]([C:24]1[CH:48]=[CH:47][C:27]([C:28]([NH:30][C:31]2[CH:36]=[CH:35][CH:34]=[C:33](B3OC(C)(C)C(C)(C)O3)[C:32]=2[CH3:46])=[O:29])=[CH:26][CH:25]=1)([CH3:23])([CH3:22])[CH3:21].C(=O)([O-])[O-].[Na+].[Na+].COCCOC, predict the reaction product. The product is: [C:20]([C:24]1[CH:48]=[CH:47][C:27]([C:28]([NH:30][C:31]2[CH:36]=[CH:35][CH:34]=[C:33]([C:2]3[CH:3]=[C:4]([NH:10][C:11]4[CH:15]=[C:14]([C:16]([CH3:19])([CH3:18])[CH3:17])[NH:13][N:12]=4)[C:5](=[O:9])[N:6]([CH3:8])[CH:7]=3)[C:32]=2[CH3:46])=[O:29])=[CH:26][CH:25]=1)([CH3:23])([CH3:21])[CH3:22]. (6) The product is: [CH3:6][O:5][C:3]([C:2]1[N:21]2[N:22]=[C:23]([CH3:25])[CH:24]=[C:19]([C:13]3[CH:14]=[CH:15][C:16]([CH3:18])=[CH:17][C:12]=3[CH3:11])[C:20]2=[N:26][C:7]=1[CH2:8][CH3:9])=[O:4]. Given the reactants Cl[CH:2]([C:7](=O)[CH2:8][CH3:9])[C:3]([O:5][CH3:6])=[O:4].[CH3:11][C:12]1[CH:17]=[C:16]([CH3:18])[CH:15]=[CH:14][C:13]=1[C:19]1[CH:24]=[C:23]([CH3:25])[N:22]=[N:21][C:20]=1[NH2:26].O, predict the reaction product. (7) The product is: [F:5][C:6]1[CH:7]=[C:8]([CH:24]=[CH:25][CH:26]=1)[CH2:9][NH:10][C:11]([NH:13][C:14]1[S:15][C:16]([CH:21]([CH3:23])[CH3:22])=[C:17]([CH2:19][NH:4][CH3:3])[N:18]=1)=[O:12]. Given the reactants [BH4-].[Na+].[CH3:3][NH2:4].[F:5][C:6]1[CH:7]=[C:8]([CH:24]=[CH:25][CH:26]=1)[CH2:9][NH:10][C:11]([NH:13][C:14]1[S:15][C:16]([CH:21]([CH3:23])[CH3:22])=[C:17]([CH:19]=O)[N:18]=1)=[O:12], predict the reaction product. (8) Given the reactants C[O:2][C:3](=[O:26])[CH2:4][O:5][C:6]1[CH:15]=[CH:14][C:13]([Cl:16])=[C:12]2[C:7]=1[CH:8]=[C:9]([CH2:18][C:19]1[CH:24]=[CH:23][C:22]([Cl:25])=[CH:21][CH:20]=1)[C:10]([CH3:17])=[N:11]2.C(O)C.[OH-].[Li+], predict the reaction product. The product is: [Cl:16][C:13]1[CH:14]=[CH:15][C:6]([O:5][CH2:4][C:3]([OH:26])=[O:2])=[C:7]2[C:12]=1[N:11]=[C:10]([CH3:17])[C:9]([CH2:18][C:19]1[CH:20]=[CH:21][C:22]([Cl:25])=[CH:23][CH:24]=1)=[CH:8]2.